From a dataset of Peptide-MHC class II binding affinity with 134,281 pairs from IEDB. Regression. Given a peptide amino acid sequence and an MHC pseudo amino acid sequence, predict their binding affinity value. This is MHC class II binding data. (1) The peptide sequence is GELQIVDKIAAAFKI. The MHC is DRB1_1302 with pseudo-sequence DRB1_1302. The binding affinity (normalized) is 0.574. (2) The peptide sequence is PGKYTAYEGQRVVFIQ. The MHC is DRB1_0101 with pseudo-sequence DRB1_0101. The binding affinity (normalized) is 0.820. (3) The peptide sequence is EDNFFLFGAKADQVA. The MHC is DRB1_0101 with pseudo-sequence DRB1_0101. The binding affinity (normalized) is 0.419. (4) The peptide sequence is ISGSSARYDVALSEQ. The MHC is DRB1_1301 with pseudo-sequence DRB1_1301. The binding affinity (normalized) is 0.289. (5) The peptide sequence is GQWRGAAGTAAQAAV. The MHC is DRB1_1302 with pseudo-sequence DRB1_1302. The binding affinity (normalized) is 0. (6) The peptide sequence is QVVLSSMINPLVMST. The MHC is DRB1_1501 with pseudo-sequence DRB1_1501. The binding affinity (normalized) is 0.195. (7) The peptide sequence is CNANPGLMKDVAKVF. The MHC is HLA-DPA10103-DPB10401 with pseudo-sequence HLA-DPA10103-DPB10401. The binding affinity (normalized) is 0. (8) The peptide sequence is DNSFVSAISQTEVKE. The MHC is HLA-DQA10501-DQB10302 with pseudo-sequence HLA-DQA10501-DQB10302. The binding affinity (normalized) is 0.460. (9) The peptide sequence is INEPTAAAEAYGLDR. The MHC is HLA-DQA10501-DQB10301 with pseudo-sequence HLA-DQA10501-DQB10301. The binding affinity (normalized) is 0.605.